Dataset: Reaction yield outcomes from USPTO patents with 853,638 reactions. Task: Predict the reaction yield, written as a fraction of the theoretical maximum amount of product (1.0 means a 100% yield; for example, 0.34 means a 34% yield). The reactants are [NH2:1][C:2]1[N:6]([CH:7]2[CH2:11][CH2:10][CH2:9][CH2:8]2)[N:5]=[C:4]([CH2:12][CH3:13])[C:3]=1[C:14]([OH:16])=[O:15].CN(C(O[N:25]1[N:33]=[N:32][C:27]2[CH:28]=[CH:29][CH:30]=[N:31][C:26]1=2)=[N+](C)C)C.F[P-](F)(F)(F)(F)F.C1C=NC2N(O)N=NC=2C=1.CCN(C(C)C)C(C)C. The catalyst is ClCCl. The product is [CH:7]1([N:6]2[C:2]([NH2:1])=[C:3]([C:14]([O:16][N:25]3[C:26]4=[N:31][CH:30]=[CH:29][CH:28]=[C:27]4[N:32]=[N:33]3)=[O:15])[C:4]([CH2:12][CH3:13])=[N:5]2)[CH2:11][CH2:10][CH2:9][CH2:8]1. The yield is 0.590.